Dataset: Full USPTO retrosynthesis dataset with 1.9M reactions from patents (1976-2016). Task: Predict the reactants needed to synthesize the given product. (1) Given the product [CH3:14][C:7]1[C:6]2[CH:15]=[C:2]([N:16]3[CH2:21][CH2:20][O:19][CH2:18][CH2:17]3)[CH:3]=[CH:4][C:5]=2[O:9][C:8]=1[C:10]([O:12][CH3:13])=[O:11], predict the reactants needed to synthesize it. The reactants are: Br[C:2]1[CH:3]=[CH:4][C:5]2[O:9][C:8]([C:10]([O:12][CH3:13])=[O:11])=[C:7]([CH3:14])[C:6]=2[CH:15]=1.[NH:16]1[CH2:21][CH2:20][O:19][CH2:18][CH2:17]1.C(=O)([O-])[O-].[Cs+].[Cs+].CC1(C)C2C=CC=C(P(C3C=CC=CC=3)C3C=CC=CC=3)C=2OC2C1=CC=CC=2P(C1C=CC=CC=1)C1C=CC=CC=1. (2) Given the product [NH2:14][C:4]1[CH:5]=[C:6]([S:9]([NH:12][CH3:13])(=[O:11])=[O:10])[CH:7]=[CH:8][C:3]=1[O:2][CH3:1], predict the reactants needed to synthesize it. The reactants are: [CH3:1][O:2][C:3]1[CH:8]=[CH:7][C:6]([S:9]([NH:12][CH3:13])(=[O:11])=[O:10])=[CH:5][C:4]=1[N+:14]([O-])=O.NC1C2N=C(CO)NC=2C=CC=1. (3) Given the product [CH3:1][N:2]([CH3:39])[CH2:3][C:4]([N:6]1[C:14]2[C:9](=[CH:10][C:11]([O:37][CH3:38])=[C:12]([NH:15][C:16]3[NH:21][C:20]4=[N:22][CH:23]=[CH:24][C:19]4=[C:18]([NH:25][C:26]4[CH:34]=[C:33]([F:35])[CH:32]=[C:31]([F:36])[C:27]=4[C:28]([NH:30][CH3:41])=[O:29])[N:17]=3)[CH:13]=2)[CH2:8][CH2:7]1)=[O:5], predict the reactants needed to synthesize it. The reactants are: [CH3:1][N:2]([CH3:39])[CH2:3][C:4]([N:6]1[C:14]2[C:9](=[CH:10][C:11]([O:37][CH3:38])=[C:12]([NH:15][C:16]3[NH:21][C:20]4=[N:22][CH:23]=[CH:24][C:19]4=[C:18]([NH:25][C:26]4[CH:34]=[C:33]([F:35])[CH:32]=[C:31]([F:36])[C:27]=4[C:28]([NH2:30])=[O:29])[N:17]=3)[CH:13]=2)[CH2:8][CH2:7]1)=[O:5].Cl[C:41]1N=C(NC2C=C(F)C=C(F)C=2C(N)=O)C2C=CN(S(C3C=CC(C)=CC=3)(=O)=O)C=2N=1.CN.CN(CC(N1C2C(=CC(OC)=C(N)C=2)CC1)=O)C. (4) Given the product [CH3:16][C:14]1([CH3:15])[C:10]2[C:5](=[CH:6][CH:7]=[CH:8][CH:9]=2)[NH:11][C:12](=[O:17])[CH2:13]1, predict the reactants needed to synthesize it. The reactants are: [Al+3].[Cl-].[Cl-].[Cl-].[C:5]1([NH:11][C:12](=[O:17])[CH:13]=[C:14]([CH3:16])[CH3:15])[CH:10]=[CH:9][CH:8]=[CH:7][CH:6]=1. (5) Given the product [Br:7][C:8]1[CH:13]=[CH:12][CH:11]=[C:10]([O:5][CH:1]2[CH2:4][CH2:3][CH2:2]2)[N:9]=1, predict the reactants needed to synthesize it. The reactants are: [CH:1]1([OH:5])[CH2:4][CH2:3][CH2:2]1.[Na].[Br:7][C:8]1[CH:13]=[CH:12][CH:11]=[C:10](Br)[N:9]=1. (6) Given the product [CH2:6]([N:7]([CH3:11])[CH:8]=[N:1][C:2]1[CH:3]=[C:4]2[C:8](=[CH:9][CH:10]=1)[N:7]([CH2:11][C:12](=[N:25][O:26][CH3:27])[CH2:13][O:14][C:15]1[CH:20]=[CH:19][CH:18]=[C:17]([C:21]([F:23])([F:24])[F:22])[CH:16]=1)[C:6](=[O:28])[C:5]2=[O:29])[CH3:5], predict the reactants needed to synthesize it. The reactants are: [NH2:1][C:2]1[CH:3]=[C:4]2[C:8](=[CH:9][CH:10]=1)[N:7]([CH2:11][C:12](=[N:25][O:26][CH3:27])[CH2:13][O:14][C:15]1[CH:20]=[CH:19][CH:18]=[C:17]([C:21]([F:24])([F:23])[F:22])[CH:16]=1)[C:6](=[O:28])[C:5]2=[O:29]. (7) Given the product [C:1]([O:5][C:6]([N:8]1[CH2:13][CH2:12][C:11]([CH2:23][CH:22]=[CH2:21])([OH:14])[CH:10]([C:15]([O:17][CH3:18])=[O:16])[CH2:9]1)=[O:7])([CH3:4])([CH3:3])[CH3:2], predict the reactants needed to synthesize it. The reactants are: [C:1]([O:5][C:6]([N:8]1[CH2:13][CH2:12][C:11](=[O:14])[CH:10]([C:15]([O:17][CH3:18])=[O:16])[CH2:9]1)=[O:7])([CH3:4])([CH3:3])[CH3:2].[Cl-].[NH4+].[CH2:21](Br)[CH:22]=[CH2:23].Cl. (8) Given the product [I:1][C:2]1[CH:3]=[CH:4][C:5]2[N:6]([C:8]([CH3:16])=[C:9]([C:11]([NH:18][NH2:19])=[O:12])[N:10]=2)[CH:7]=1, predict the reactants needed to synthesize it. The reactants are: [I:1][C:2]1[CH:3]=[CH:4][C:5]2[N:6]([C:8]([CH3:16])=[C:9]([C:11](OCC)=[O:12])[N:10]=2)[CH:7]=1.O.[NH2:18][NH2:19]. (9) Given the product [N:12]1([C:5]2[C:4]3[C:9](=[CH:10][CH:11]=[C:2]([C:42]4[CH:43]=[C:44]([NH:48][S:49]([CH:52]5[CH2:57][CH2:56][NH:55][CH2:54][CH2:53]5)(=[O:51])=[O:50])[CH:45]=[N:46][CH:47]=4)[CH:3]=3)[N:8]=[CH:7][N:6]=2)[CH2:17][CH2:16][O:15][CH2:14][CH2:13]1, predict the reactants needed to synthesize it. The reactants are: Br[C:2]1[CH:3]=[C:4]2[C:9](=[CH:10][CH:11]=1)[N:8]=[CH:7][N:6]=[C:5]2[N:12]1[CH2:17][CH2:16][O:15][CH2:14][CH2:13]1.B1(B2OC(C)(C)C(C)(C)O2)OC(C)(C)C(C)(C)O1.C([O-])(=O)C.[K+].Br[C:42]1[CH:43]=[C:44]([NH:48][S:49]([CH:52]2[CH2:57][CH2:56][NH:55][CH2:54][CH2:53]2)(=[O:51])=[O:50])[CH:45]=[N:46][CH:47]=1.C(=O)([O-])[O-].[K+].[K+].